From a dataset of Full USPTO retrosynthesis dataset with 1.9M reactions from patents (1976-2016). Predict the reactants needed to synthesize the given product. (1) Given the product [C:13]([O:17][C:18](=[O:42])[C:19]1[CH:24]=[C:23]([O:25][CH2:26][C:27]2[CH:32]=[CH:31][CH:30]=[CH:29][CH:28]=2)[C:22]([CH2:51][C:50]([CH3:52])=[CH2:49])=[C:21]([O:34][CH2:35][C:36]2[CH:41]=[CH:40][CH:39]=[CH:38][CH:37]=2)[CH:20]=1)([CH3:16])([CH3:15])[CH3:14], predict the reactants needed to synthesize it. The reactants are: II.C([Mg]Br)(C)C.[Li]CCCC.[C:13]([O:17][C:18](=[O:42])[C:19]1[CH:24]=[C:23]([O:25][CH2:26][C:27]2[CH:32]=[CH:31][CH:30]=[CH:29][CH:28]=2)[C:22](Br)=[C:21]([O:34][CH2:35][C:36]2[CH:41]=[CH:40][CH:39]=[CH:38][CH:37]=2)[CH:20]=1)([CH3:16])([CH3:15])[CH3:14].C([Cu])#N.[Li+].[Cl-].Br[CH2:49][C:50]([CH3:52])=[CH2:51]. (2) The reactants are: [CH3:1][S:2]([O:5][C:6]1[CH:7]=[CH:8][C:9]([N+:16]([O-])=O)=[C:10]([CH:15]=1)[O:11][CH2:12][CH2:13][Br:14])(=[O:4])=[O:3]. Given the product [CH3:1][S:2]([O:5][C:6]1[CH:7]=[CH:8][C:9]([NH2:16])=[C:10]([CH:15]=1)[O:11][CH2:12][CH2:13][Br:14])(=[O:3])=[O:4], predict the reactants needed to synthesize it. (3) Given the product [F:12][C:13]([F:24])([F:23])[C:14]1[CH:19]=[CH:18][C:17]([C:2]2[S:3][C:4]([C:7]([O:9][CH2:10][CH3:11])=[O:8])=[CH:5][N:6]=2)=[CH:16][CH:15]=1, predict the reactants needed to synthesize it. The reactants are: Br[C:2]1[S:3][C:4]([C:7]([O:9][CH2:10][CH3:11])=[O:8])=[CH:5][N:6]=1.[F:12][C:13]([F:24])([F:23])[C:14]1[CH:19]=[CH:18][C:17](B(O)O)=[CH:16][CH:15]=1.C([O-])([O-])=O.[Na+].[Na+]. (4) Given the product [Cl:1][C:2]1[CH:10]=[CH:9][C:5]([C:6]([NH:21][CH2:20][C:16]2[CH:15]=[C:14]3[C:19](=[CH:18][CH:17]=2)[NH:11][CH:12]=[CH:13]3)=[O:8])=[CH:4][N:3]=1, predict the reactants needed to synthesize it. The reactants are: [Cl:1][C:2]1[CH:10]=[CH:9][C:5]([C:6]([OH:8])=O)=[CH:4][N:3]=1.[NH:11]1[C:19]2[C:14](=[CH:15][C:16]([CH2:20][NH2:21])=[CH:17][CH:18]=2)[CH:13]=[CH:12]1.N. (5) Given the product [CH2:1]([O:3][C:4](=[O:17])[CH2:5][CH:6]1[C:14]2[C:9](=[CH:10][CH:11]=[C:12]([O:15][CH3:16])[CH:13]=2)[CH2:8][CH2:7]1)[CH3:2], predict the reactants needed to synthesize it. The reactants are: [CH2:1]([O:3][C:4](=[O:17])[CH:5]=[C:6]1[C:14]2[C:9](=[CH:10][CH:11]=[C:12]([O:15][CH3:16])[CH:13]=2)[CH2:8][CH2:7]1)[CH3:2]. (6) Given the product [Cl:20][C:6]1[N:2]([CH3:1])[N:3]=[CH:4][C:5]=1[N+:7]([O-:9])=[O:8], predict the reactants needed to synthesize it. The reactants are: [CH3:1][N:2]1[CH:6]=[C:5]([N+:7]([O-:9])=[O:8])[CH:4]=[N:3]1.C[Si](C)(C)[N-][Si](C)(C)C.[Li+].[Cl:20]C(Cl)(Cl)C(Cl)(Cl)Cl. (7) Given the product [F:16][C:4]1[CH:3]=[C:2]([CH3:17])[C:10]2[N:9]3[CH2:11][CH2:12][NH:13][C:14](=[O:15])[C:8]3=[CH:7][C:6]=2[CH:5]=1, predict the reactants needed to synthesize it. The reactants are: Br[C:2]1[C:10]2[N:9]3[CH2:11][CH2:12][NH:13][C:14](=[O:15])[C:8]3=[CH:7][C:6]=2[CH:5]=[C:4]([F:16])[CH:3]=1.[CH3:17]B1OB(C)OB(C)O1. (8) Given the product [Cl:1][C:2]1[C:3]([F:10])=[C:4]([C:5]([O:8][CH3:9])=[CH:6][CH:7]=1)[CH:21]=[O:22], predict the reactants needed to synthesize it. The reactants are: [Cl:1][C:2]1[CH:7]=[CH:6][C:5]([O:8][CH3:9])=[CH:4][C:3]=1[F:10].C([N-]C(C)C)(C)C.[Li+].C1C[O:22][CH2:21]C1.CN(C=O)C.O. (9) Given the product [CH3:19][O:18][C:3]1[CH:4]=[C:5]([CH:16]=[CH:17][C:2]=1[C:24]([CH3:26])([CH3:25])[CH:23]=[O:22])[C:6]([O:8][CH2:9][C:10]1[CH:15]=[CH:14][CH:13]=[CH:12][CH:11]=1)=[O:7], predict the reactants needed to synthesize it. The reactants are: Br[C:2]1[CH:17]=[CH:16][C:5]([C:6]([O:8][CH2:9][C:10]2[CH:15]=[CH:14][CH:13]=[CH:12][CH:11]=2)=[O:7])=[CH:4][C:3]=1[O:18][CH3:19].C[Si](C)(C)[O:22][CH:23]=[C:24]([CH3:26])[CH3:25]. (10) The reactants are: [F:1][C:2]1[CH:15]=[CH:14][CH:13]=[C:12]([F:16])[C:3]=1[C:4]([NH:6][C:7]1[CH:11]=[CH:10][NH:9][N:8]=1)=[O:5].C[Si]([N-][Si](C)(C)C)(C)C.[Li+].[CH3:27][O:28][C:29]1[CH:34]=[CH:33][CH:32]=[C:31]([Cl:35])[C:30]=1[CH2:36]Br. Given the product [Cl:35][C:31]1[CH:32]=[CH:33][CH:34]=[C:29]([O:28][CH3:27])[C:30]=1[CH2:36][N:9]1[CH:10]=[CH:11][C:7]([NH:6][C:4](=[O:5])[C:3]2[C:12]([F:16])=[CH:13][CH:14]=[CH:15][C:2]=2[F:1])=[N:8]1, predict the reactants needed to synthesize it.